This data is from Forward reaction prediction with 1.9M reactions from USPTO patents (1976-2016). The task is: Predict the product of the given reaction. (1) Given the reactants [CH3:1][O:2][C:3]1[CH:8]=[CH:7][C:6]([O:9][CH3:10])=[CH:5][C:4]=1[CH2:11][CH2:12][CH2:13][CH2:14][CH:15]=O.[CH3:17][CH2:18][CH2:19][NH:20][C@@H:21]1[CH2:30][C:25]2[S:26][C:27]([NH2:29])=[N:28][C:24]=2[CH2:23][CH2:22]1.[BH-](OC(C)=O)(OC(C)=O)OC(C)=O.[Na+], predict the reaction product. The product is: [CH3:1][O:2][C:3]1[CH:8]=[CH:7][C:6]([O:9][CH3:10])=[CH:5][C:4]=1[CH2:11][CH2:12][CH2:13][CH2:14][CH2:15][N:20]([CH2:19][CH2:18][CH3:17])[CH:21]1[CH2:22][CH2:23][C:24]2[N:28]=[C:27]([NH2:29])[S:26][C:25]=2[CH2:30]1. (2) The product is: [C:1]([C:5]1[N:10]=[C:9]([O:11][CH3:12])[N:8]=[C:7]([O:13][CH:14]2[CH2:31][CH:30]3[CH:16]([C:17](=[O:37])[N:18]([CH3:36])[CH2:19][CH2:20][CH2:21][CH2:22][CH:23]=[CH:24][CH:25]4[C:27]([C:33]([NH:56][S:53]([C:50]5([CH3:49])[CH2:52][CH2:51]5)(=[O:55])=[O:54])=[O:34])([NH:28][C:29]3=[O:32])[CH2:26]4)[CH2:15]2)[CH:6]=1)([CH3:3])([CH3:4])[CH3:2]. Given the reactants [C:1]([C:5]1[N:10]=[C:9]([O:11][CH3:12])[N:8]=[C:7]([O:13][CH:14]2[CH2:31][CH:30]3[CH:16]([C:17](=[O:37])[N:18]([CH3:36])[CH2:19][CH2:20][CH2:21][CH2:22][CH:23]=[CH:24][CH:25]4[C:27]([C:33](O)=[O:34])([NH:28][C:29]3=[O:32])[CH2:26]4)[CH2:15]2)[CH:6]=1)([CH3:4])([CH3:3])[CH3:2].CCN=C=NCCCN(C)C.[CH3:49][C:50]1([S:53]([NH2:56])(=[O:55])=[O:54])[CH2:52][CH2:51]1.C1CCN2C(=NCCC2)CC1.C(O)(=O)CC(CC(O)=O)(C(O)=O)O, predict the reaction product. (3) Given the reactants Br[C:2]1[S:3][C:4]([NH:32]C(=O)OC(C)(C)C)=[C:5]([C:7](=[O:31])[NH:8][C:9]2[CH:10]=[N:11][N:12]([CH3:30])[C:13]=2[C@@H:14]2[CH2:20][CH2:19][C@@H:18]([NH:21]C(OC(C)(C)C)=O)[C@@H:17]([F:29])[CH2:16][O:15]2)[N:6]=1.[CH3:40][N:41]1[C:45]([CH3:46])=[C:44](B(O)O)[CH:43]=[N:42]1, predict the reaction product. The product is: [NH2:32][C:4]1[S:3][C:2]([C:44]2[CH:43]=[N:42][N:41]([CH3:40])[C:45]=2[CH3:46])=[N:6][C:5]=1[C:7]([NH:8][C:9]1[CH:10]=[N:11][N:12]([CH3:30])[C:13]=1[C@@H:14]1[CH2:20][CH2:19][C@@H:18]([NH2:21])[C@@H:17]([F:29])[CH2:16][O:15]1)=[O:31]. (4) Given the reactants [F:1][C:2]([F:11])([F:10])[CH2:3][CH2:4][C:5]([O:7]CC)=O.C(OCC)(=O)[C:13]([O:15]CC)=[O:14].[O-]CC.[Na+], predict the reaction product. The product is: [F:11][C:2]([F:1])([F:10])[CH2:3][CH2:4][C:5](=[O:7])[C:13]([OH:15])=[O:14]. (5) Given the reactants [CH3:1][O:2][C:3](=[O:27])[CH2:4][C:5]1[CH:6]=[C:7]([C:13]2[CH:18]=[CH:17][C:16]([C:19]([F:22])([F:21])[F:20])=[CH:15][C:14]=2[CH2:23][NH:24][CH2:25][CH3:26])[C:8]([O:11][CH3:12])=[CH:9][CH:10]=1.C(N(CC)CC)C.[F:42][C:41]([F:44])([F:43])[C:40](O[C:40](=[O:45])[C:41]([F:44])([F:43])[F:42])=[O:45], predict the reaction product. The product is: [CH3:1][O:2][C:3](=[O:27])[CH2:4][C:5]1[CH:6]=[C:7]([C:13]2[CH:18]=[CH:17][C:16]([C:19]([F:20])([F:22])[F:21])=[CH:15][C:14]=2[CH2:23][N:24]([CH2:25][CH3:26])[C:40](=[O:45])[C:41]([F:42])([F:43])[F:44])[C:8]([O:11][CH3:12])=[CH:9][CH:10]=1. (6) Given the reactants [CH:1]1[C:13]2[CH:12]([CH2:14][O:15][C:16](Cl)=[O:17])[C:11]3[C:6](=[CH:7][CH:8]=[CH:9][CH:10]=3)[C:5]=2[CH:4]=[CH:3][CH:2]=1.[NH2:19][C:20]1[CH:33]=[CH:32][C:31]2[N:30]([CH2:34][CH2:35][CH2:36][CH2:37][CH2:38][C:39]([OH:41])=[O:40])[C:29]3[C:24](=[CH:25][CH:26]=[CH:27][CH:28]=3)[C:23](=[O:42])[C:22]=2[CH:21]=1.C(=O)([O-])[O-].[K+].[K+], predict the reaction product. The product is: [C:16]([NH:19][C:20]1[CH:33]=[CH:32][C:31]2[N:30]([CH2:34][CH2:35][CH2:36][CH2:37][CH2:38][C:39]([OH:41])=[O:40])[C:29]3[C:24](=[CH:25][CH:26]=[CH:27][CH:28]=3)[C:23](=[O:42])[C:22]=2[CH:21]=1)([O:15][CH2:14][CH:12]1[C:11]2[C:6](=[CH:7][CH:8]=[CH:9][CH:10]=2)[C:5]2[C:13]1=[CH:1][CH:2]=[CH:3][CH:4]=2)=[O:17].